This data is from Reaction yield outcomes from USPTO patents with 853,638 reactions. The task is: Predict the reaction yield, written as a fraction of the theoretical maximum amount of product (1.0 means a 100% yield; for example, 0.34 means a 34% yield). The reactants are [C:1]([NH:5][C:6]1[CH:11]=[CH:10][C:9]([N+:12]([O-:14])=[O:13])=[CH:8][C:7]=1[C:15]#[C:16][Si](C)(C)C)([CH3:4])([CH3:3])[CH3:2].CCOC(C)=O. The catalyst is CN(C=O)C.[Cu]I. The product is [C:1]([N:5]1[C:6]2[C:7](=[CH:8][C:9]([N+:12]([O-:14])=[O:13])=[CH:10][CH:11]=2)[CH:15]=[CH:16]1)([CH3:4])([CH3:3])[CH3:2]. The yield is 0.930.